This data is from Full USPTO retrosynthesis dataset with 1.9M reactions from patents (1976-2016). The task is: Predict the reactants needed to synthesize the given product. Given the product [Cl:29][C:23]1[CH:24]=[CH:25][CH:26]=[C:27]([F:28])[C:22]=1[NH:21][C:19]([C:5]1[C:6]([NH:8][C:9]2[CH:14]=[CH:13][CH:12]=[CH:11][C:10]=2[S:15]([CH3:18])(=[O:16])=[O:17])=[N:7][C:2]([NH:36][C:35]2[CH:37]=[CH:38][C:32]([O:31][CH3:30])=[CH:33][CH:34]=2)=[N:3][CH:4]=1)=[O:20], predict the reactants needed to synthesize it. The reactants are: Cl[C:2]1[N:7]=[C:6]([NH:8][C:9]2[CH:14]=[CH:13][CH:12]=[CH:11][C:10]=2[S:15]([CH3:18])(=[O:17])=[O:16])[C:5]([C:19]([NH:21][C:22]2[C:27]([F:28])=[CH:26][CH:25]=[CH:24][C:23]=2[Cl:29])=[O:20])=[CH:4][N:3]=1.[CH3:30][O:31][C:32]1[CH:38]=[CH:37][C:35]([NH2:36])=[CH:34][CH:33]=1.Cl.